Dataset: Full USPTO retrosynthesis dataset with 1.9M reactions from patents (1976-2016). Task: Predict the reactants needed to synthesize the given product. (1) Given the product [CH3:36][O:24][N:23]([CH3:22])[C:11]([C@H:2]1[CH2:3][C:4]2[C:9](=[CH:8][CH:7]=[CH:6][CH:5]=2)[CH2:10][N:1]1[C:14]([O:16][C:17]([CH3:20])([CH3:19])[CH3:18])=[O:15])=[O:13], predict the reactants needed to synthesize it. The reactants are: [N:1]1([C:14]([O:16][C:17]([CH3:20])([CH3:19])[CH3:18])=[O:15])[CH2:10][C:9]2[C:4](=[CH:5][CH:6]=[CH:7][CH:8]=2)[CH2:3][C@@H:2]1[C:11]([OH:13])=O.Cl.[CH3:22][N:23](C)[OH:24].F[P-](F)(F)(F)(F)F.Br[P+](N1CCCC1)(N1CCCC1)N1CCC[CH2:36]1.C(NC(C)C)(C)C. (2) Given the product [C:12]([O:11][C:10]([NH:9][C:5]1[CH:4]=[C:3]([CH:8]=[CH:7][CH:6]=1)[CH2:2][N:19]1[CH:20]=[CH:21][C:22]2[C:27](=[CH:26][C:25]([C:28]([O:30][CH3:31])=[O:29])=[CH:24][CH:23]=2)[C:18]1=[O:17])=[O:16])([CH3:15])([CH3:14])[CH3:13], predict the reactants needed to synthesize it. The reactants are: Br[CH2:2][C:3]1[CH:4]=[C:5]([NH:9][C:10](=[O:16])[O:11][C:12]([CH3:15])([CH3:14])[CH3:13])[CH:6]=[CH:7][CH:8]=1.[O:17]=[C:18]1[C:27]2[C:22](=[CH:23][CH:24]=[C:25]([C:28]([O:30][CH3:31])=[O:29])[CH:26]=2)[CH:21]=[CH:20][NH:19]1. (3) Given the product [CH3:12][C:6]1[N:5]([C:13]2[CH:18]=[CH:17][CH:16]=[C:15]([C:19]([F:22])([F:21])[F:20])[CH:14]=2)[C:4](=[O:23])[C:3]2[C:8](=[CH:9][CH:10]=[CH:11][C:2]=2[NH:1][C:25]2[CH:26]=[N:27][CH:28]=[CH:29][N:24]=2)[N:7]=1, predict the reactants needed to synthesize it. The reactants are: [NH2:1][C:2]1[CH:11]=[CH:10][CH:9]=[C:8]2[C:3]=1[C:4](=[O:23])[N:5]([C:13]1[CH:18]=[CH:17][CH:16]=[C:15]([C:19]([F:22])([F:21])[F:20])[CH:14]=1)[C:6]([CH3:12])=[N:7]2.[N:24]1[CH:29]=[CH:28][N:27]=[CH:26][C:25]=1C(O)=O.F[P-](F)(F)(F)(F)F.N1(OC(N(C)C)=[N+](C)C)C2N=CC=CC=2N=N1.C(N(CC)C(C)C)(C)C.